From a dataset of Experimentally validated miRNA-target interactions with 360,000+ pairs, plus equal number of negative samples. Binary Classification. Given a miRNA mature sequence and a target amino acid sequence, predict their likelihood of interaction. (1) The miRNA is hsa-miR-761 with sequence GCAGCAGGGUGAAACUGACACA. The protein sequence of the target gene is MRRLNRKKTLSLVKELDAFPKVPESYVETSASGGTVSLIAFTTMALLTIMEFSVYQDTWMKYEYEVDKDFSSKLRINIDITVAMKCQYVGADVLDLAETMVASADGLVYEPTVFDLSPQQKEWQRMLQLIQSRLQEEHSLQDVIFKSAFKSTSTALPPREDDSSQSPNACRIHGHLYVNKVAGNFHITVGKAIPHPRGHAHLAALVNHESYNFSHRIDHLSFGELVPAIINPLDGTEKIAIDHNQMFQYFITVVPTKLHTYKISADTHQFSVTERERIINHAAGSHGVSGIFMKYDLSSL.... Result: 1 (interaction). (2) The miRNA is hsa-miR-4777-3p with sequence AUACCUCAUCUAGAAUGCUGUA. The protein sequence of the target gene is MEEEVQQHSHCMNCVSRRCMTRPEPGVSCDLIGCPLVCGAVFHSCKADEHRLLCPFERVACLNRNFGCPFTLARNKVAEHLEMCPASVVCCTMEWNRWPVSYSDRKSYESLSRDVDEVAQLDMALALQDQRMLLESLKVATMMSKATDKISEPREQISVKSSVQEIPRTNGLVSVDEESYGALYQATVETTRSLAAALDILNSATRDIGMLNTSLHATANEMDEENNKESFQDKNLKDQDHLDEGEIGAVGGVDYSGTSQNAQAEQNGSSDLLCDLNPSSNGTSALCNGFPLEKMCIQVK.... Result: 0 (no interaction). (3) Result: 1 (interaction). The protein sequence of the target gene is MRVGPVRSAMSGASQPRGPALLFPATRGVPAKRLLDADDAAAVAAKCPRLSECSSPPDYLSPPGSPCSPQPPPAAPGAGGGSGSAPGPSRIADYLLLPLAEREHVSRALCIHTGRELRCKVFPIKHYQDKIRPYIQLPSHSNITGIVEVILGETKAYVFFEKDFGDMHSYVRSRKRLREEEAARLFKQIVSAVAHCHQSAIVLGDLKLRKFVFSTEERTQLRLESLEDTHIMKGEDDALSDKHGCPAYVSPEILNTTGTYSGKAADVWSLGVMLYTLLVGRYPFHDSDPSALFSKIRRGQ.... The miRNA is hsa-miR-942-5p with sequence UCUUCUCUGUUUUGGCCAUGUG. (4) The miRNA is hsa-miR-541-3p with sequence UGGUGGGCACAGAAUCUGGACU. The protein sequence of the target gene is MARARQEGSSPEPVEGLARDGPRPFPLGRLVPSAVSCGLCEPGLAAAPAAPTLLPAAYLCAPTAPPAVTAALGGSRWPGGPRSRPRGPRPDGPQPSLSLAEQHLESPVPSAPGALAGGPTQAAPGVRGEEEQWAREIGAQLRRMADDLNAQYERRRQEEQQRHRPSPWRVLYNLIMGLLPLPRGHRAPEMEPN. Result: 1 (interaction). (5) The miRNA is hsa-miR-214-5p with sequence UGCCUGUCUACACUUGCUGUGC. The protein sequence of the target gene is MVKLSKEAKQRLQQLFKGSQFAIRWGFIPLVIYLGFKRGADPGMPEPTVLSLLWG. Result: 0 (no interaction).